This data is from Full USPTO retrosynthesis dataset with 1.9M reactions from patents (1976-2016). The task is: Predict the reactants needed to synthesize the given product. Given the product [ClH:42].[NH2:1][CH2:2][CH2:3][S:4][CH2:5][CH2:6][S:7]([NH:10][CH2:11][C:12]1([C:30]2[CH:31]=[CH:32][CH:33]=[CH:34][CH:35]=2)[S:16][C:15]([NH:17][C:18](=[O:23])[C:19]([CH3:22])([CH3:21])[CH3:20])=[N:14][N:13]1[C:24](=[O:29])[C:25]([CH3:27])([CH3:28])[CH3:26])(=[O:8])=[O:9], predict the reactants needed to synthesize it. The reactants are: [NH2:1][CH2:2][CH2:3][S:4][CH2:5][CH2:6][S:7]([NH:10][CH2:11][C:12]1([C:30]2[CH:35]=[CH:34][CH:33]=[CH:32][CH:31]=2)[S:16][C:15]([NH:17][C:18](=[O:23])[C:19]([CH3:22])([CH3:21])[CH3:20])=[N:14][N:13]1[C:24](=[O:29])[C:25]([CH3:28])([CH3:27])[CH3:26])(=[O:9])=[O:8].C(OCC)(=O)C.[ClH:42].